This data is from Experimentally validated miRNA-target interactions with 360,000+ pairs, plus equal number of negative samples. The task is: Binary Classification. Given a miRNA mature sequence and a target amino acid sequence, predict their likelihood of interaction. (1) The miRNA is hsa-miR-548d-5p with sequence AAAAGUAAUUGUGGUUUUUGCC. The protein sequence of the target gene is MDELPFGEAALEQALAEVCEMDAALLTDIEDMLQLINNQDSDFPGLFDAPYAGGETGDTGPSSPGASSPESFSSPASLGSSLEAFLGGPKVTPAPLSPPPSAPTAVKMYPSVPPFSPGPGIKEEPVPLTILQPPAPQPSPGTLLPPSFPPPPVQLSPAPVLGYSSLPSGFSGTLPGNTQQTPSSLPLGSTPGISPTPLHTQVQSSAAQQPPPASAAPRMSTVASQIQQVPVVLQPHFIKADSLLLTAVKTDTGATMKTAGINTLAPGTAVQAGPLQTLVSGGTILATVPLVVDTDKLPIH.... Result: 0 (no interaction). (2) The miRNA is hsa-miR-4765 with sequence UGAGUGAUUGAUAGCUAUGUUC. The protein sequence of the target gene is MCRDEPDTMILTQIEAKEACDWLRVTGFPQYAQLYEDLLFPVDIALVKREHDFLDRDAIEALCRRLNTLNKCAVMKLEISPHRKRSEDSDEDEPCAISGKWTFQRDSKRWSRLEEFDVFFPKQDPIPGSPDNSRLQSATSHESMLTDLSEHQEVASVRSLSSTSSSVPTHAAHSGDATTPRTNSVISVCSSGHFVGNDDSFSSLPSPKELSSFSFSMKGHHEKNTKSKTRSLLKRMESLKLKGSHHSKHKAPSKLGLIISAPILQEGMDEAKLKQLNCVEISALNGNHINVPMVRKRSVS.... Result: 0 (no interaction). (3) The miRNA is mmu-miR-7026-3p with sequence UGUGCUUUCUGGUCUUGGCUUAG. The protein sequence of the target gene is METSALKQQEQPAATKIRNLPWVEKYRPQTLNDLISHQDILSTIQKFINEDRLPHLLLYGPPGTGKTSTILACAKQLYKDKEFGSMVLELNASDDRGIDIIRGPILSFASTRTIFKKGFKLVILDEADAMTQDAQNALRRVIEKFTENTRFCLICNYLSKIIPALQSRCTRFRFGPLTPELMVPRLEHVVEEEKVDISEDGMKALVTLSSGDMRRALNILQSTNMAFGKVTEETVYTCTGHPLKSDIANILDWMLNQDFTTAYRNITELKTLKGLALHDILTEIHLFVHRVDFPSSVRIH.... Result: 0 (no interaction).